Dataset: Reaction yield outcomes from USPTO patents with 853,638 reactions. Task: Predict the reaction yield, written as a fraction of the theoretical maximum amount of product (1.0 means a 100% yield; for example, 0.34 means a 34% yield). (1) The reactants are [C:1]([NH:4][C:5]1S[C:8]2[CH2:10][CH:11]([C:14]([CH3:17])([CH3:16])[CH3:15])[CH2:12][CH2:13][C:7]=2[C:6]=1[C:18]([O:20][CH3:21])=[O:19])(=[O:3])[CH3:2]. The catalyst is [Ni]. The product is [CH3:21][O:20][C:18](=[O:19])[CH:6]([CH:7]1[CH2:13][CH2:12][CH:11]([C:14]([CH3:17])([CH3:16])[CH3:15])[CH2:10][CH2:8]1)[CH2:5][NH:4][C:1](=[O:3])[CH3:2]. The yield is 0.983. (2) The reactants are Cl.C([O:9][C:10]1[CH:19]=[C:18]2[C:13]([C:14]([NH:20][C:21]3[CH:26]=[CH:25][C:24]([Br:27])=[CH:23][C:22]=3[F:28])=[N:15][CH:16]=[N:17]2)=[CH:12][C:11]=1[O:29][CH3:30])C1C=CC=CC=1. The catalyst is C(O)(C(F)(F)F)=O. The product is [Br:27][C:24]1[CH:25]=[CH:26][C:21]([NH:20][C:14]2[C:13]3[C:18](=[CH:19][C:10]([OH:9])=[C:11]([O:29][CH3:30])[CH:12]=3)[N:17]=[CH:16][N:15]=2)=[C:22]([F:28])[CH:23]=1. The yield is 0.820. (3) The reactants are Cl[C:2]1[N:10]=[C:9]2[C:5]([N:6]=[C:7]([CH2:12][N:13]3[CH2:18][CH2:17][NH:16][C:15](=[O:19])[CH:14]3[CH:20]([CH3:22])[CH3:21])[N:8]2[CH3:11])=[C:4]([N:23]2[CH2:28][CH2:27][O:26][CH2:25][CH2:24]2)[N:3]=1.[CH2:29]([C:31]1[NH:32][C:33]2[CH:39]=[CH:38][CH:37]=[CH:36][C:34]=2[N:35]=1)[CH3:30].CC(C1C=C(C(C)C)C(C2C=CC=CC=2P(C2CCCCC2)C2CCCCC2)=C(C(C)C)C=1)C.C([O-])([O-])=O.[Cs+].[Cs+]. The catalyst is O1CCOCC1.C1C=CC(/C=C/C(/C=C/C2C=CC=CC=2)=O)=CC=1.C1C=CC(/C=C/C(/C=C/C2C=CC=CC=2)=O)=CC=1.C1C=CC(/C=C/C(/C=C/C2C=CC=CC=2)=O)=CC=1.[Pd].[Pd]. The product is [CH2:29]([C:31]1[N:32]([C:2]2[N:10]=[C:9]3[C:5]([N:6]=[C:7]([CH2:12][N:13]4[CH2:18][CH2:17][NH:16][C:15](=[O:19])[CH:14]4[CH:20]([CH3:21])[CH3:22])[N:8]3[CH3:11])=[C:4]([N:23]3[CH2:24][CH2:25][O:26][CH2:27][CH2:28]3)[N:3]=2)[C:33]2[CH:39]=[CH:38][CH:37]=[CH:36][C:34]=2[N:35]=1)[CH3:30]. The yield is 0.780. (4) The reactants are [C:1]([O:5][C:6]([C:11]12[CH2:20][CH:15]3[CH2:16][CH:17]([CH2:19][CH:13]([CH2:14]3)[CH2:12]1)[CH2:18]2)([CH3:10])[CH:7]([CH3:9])[CH3:8])(=[O:4])[CH:2]=[CH2:3].[O:21]=O. The product is [OH:21][C:13]12[CH2:19][CH:17]3[CH2:16][CH:15]([CH2:20][C:11]([C:6]([O:5][C:1](=[O:4])[CH:2]=[CH2:3])([CH3:10])[CH:7]([CH3:8])[CH3:9])([CH2:18]3)[CH2:12]1)[CH2:14]2. The yield is 0.780. The catalyst is C(O)(=O)C. (5) The reactants are [O:1]=[C:2]1[CH2:7][NH:6][CH2:5][CH2:4][N:3]1[C:8]1[CH:13]=[CH:12][C:11]([S:14]([NH:17][C:18]2[S:19][CH:20]=[CH:21][N:22]=2)(=[O:16])=[O:15])=[CH:10][CH:9]=1.[Cl:23][C:24]1[C:35]([Cl:36])=[CH:34][CH:33]=[CH:32][C:25]=1[O:26][C@@H:27]([CH3:31])[C:28](O)=[O:29].CN(C(ON1N=NC2C=CC=NC1=2)=[N+](C)C)C.F[P-](F)(F)(F)(F)F.C(=O)(O)[O-].[Na+]. The catalyst is CN(C=O)C. The product is [Cl:23][C:24]1[C:35]([Cl:36])=[CH:34][CH:33]=[CH:32][C:25]=1[O:26][C@@H:27]([CH3:31])[C:28]([N:6]1[CH2:5][CH2:4][N:3]([C:8]2[CH:9]=[CH:10][C:11]([S:14]([NH:17][C:18]3[S:19][CH:20]=[CH:21][N:22]=3)(=[O:16])=[O:15])=[CH:12][CH:13]=2)[C:2](=[O:1])[CH2:7]1)=[O:29]. The yield is 0.320. (6) The yield is 0.390. The reactants are Cl.[Cl:2][C:3]1[CH:22]=[CH:21][C:6]2[N:7]([CH2:17][CH2:18][CH2:19][NH2:20])[C:8]3[CH:15]=[CH:14][C:13]([Cl:16])=[CH:12][C:9]=3[CH2:10][CH2:11][C:5]=2[CH:4]=1.C(N(CC)CC)C.[Cl:30][C:31]1[CH:36]=[CH:35][C:34]([S:37](Cl)(=[O:39])=[O:38])=[CH:33][CH:32]=1. The product is [Cl:30][C:31]1[CH:36]=[CH:35][C:34]([S:37]([NH:20][CH2:19][CH2:18][CH2:17][N:7]2[C:8]3[CH:15]=[CH:14][C:13]([Cl:16])=[CH:12][C:9]=3[CH2:10][CH2:11][C:5]3[CH:4]=[C:3]([Cl:2])[CH:22]=[CH:21][C:6]2=3)(=[O:39])=[O:38])=[CH:33][CH:32]=1. The catalyst is CN(C=O)C. (7) The reactants are [NH2:1][C:2]1[C:3]([Cl:9])=[N:4][CH:5]=[C:6]([Br:8])[CH:7]=1.N1C=CC=CC=1.[C:16]1([S:22](Cl)(=[O:24])=[O:23])[CH:21]=[CH:20][CH:19]=[CH:18][CH:17]=1. The catalyst is C(Cl)Cl. The product is [Br:8][C:6]1[CH:7]=[C:2]([NH:1][S:22]([C:16]2[CH:21]=[CH:20][CH:19]=[CH:18][CH:17]=2)(=[O:24])=[O:23])[C:3]([Cl:9])=[N:4][CH:5]=1. The yield is 0.340. (8) The reactants are [N:1]([C:9](OC(C)C)=O)=[N:2][C:3](OC(C)C)=O.[CH:15]([O-:17])=[O:16].[NH4+:18].[NH2:19][C:20]1[S:24][C:23]([C:25]2[C:30]([F:31])=[CH:29][CH:28]=[CH:27][C:26]=2[F:32])=[N:22][C:21]=1[C:33]([OH:35])=O.[CH3:36][CH2:37][N:38](C(C)C)C(C)C.[CH3:45][CH2:46][CH2:47]P(=O)=O.NN.[CH3:53]O. The catalyst is C1COCC1.CCO.[Pd]. The product is [NH2:19][C:20]1[S:24][C:23]([C:25]2[C:26]([F:32])=[CH:27][CH:28]=[CH:29][C:30]=2[F:31])=[N:22][C:21]=1[C:33]([NH:38][C:37]1[CH:9]=[N:1][N:2]([CH3:3])[C:36]=1[CH:15]1[O:17][CH2:53][CH:46]([CH2:47][NH2:18])[CH2:45][O:16]1)=[O:35]. The yield is 0.0100. (9) The reactants are C([Li])CCC.Br[C:7]1[CH:12]=[CH:11][C:10]([O:13][CH2:14][C:15]2[CH:20]=[CH:19][CH:18]=[CH:17][CH:16]=2)=[CH:9][CH:8]=1.[O:21]=[C:22]1[N:26]([C:27]([O:29][C:30]([CH3:33])([CH3:32])[CH3:31])=[O:28])[C@H:25]([C:34]([O:36][CH3:37])=[O:35])[CH2:24][CH2:23]1. The catalyst is C1COCC1. The product is [CH3:33][C:30]([O:29][C:27]([NH:26][C@@H:25]([CH2:24][CH2:23][C:22](=[O:21])[C:7]1[CH:12]=[CH:11][C:10]([O:13][CH2:14][C:15]2[CH:20]=[CH:19][CH:18]=[CH:17][CH:16]=2)=[CH:9][CH:8]=1)[C:34]([O:36][CH3:37])=[O:35])=[O:28])([CH3:31])[CH3:32]. The yield is 0.320. (10) The reactants are [CH3:1][C:2]1([C:6]#[C:7][C:8]2[CH:9]=[C:10]3[C@@:21]4([CH2:25][S:24][C:23]([NH:26]C(=O)OC(C)(C)C)=[N:22]4)[C:20]4[C:15](=[N:16][CH:17]=[C:18]([C:34]5[CH:35]=[N:36][C:37]([CH3:40])=[CH:38][CH:39]=5)[CH:19]=4)[O:14][C:11]3=[CH:12][CH:13]=2)[CH2:5][O:4][CH2:3]1.C(O)(C(F)(F)F)=O. The catalyst is C(Cl)Cl. The product is [CH3:1][C:2]1([C:6]#[C:7][C:8]2[CH:9]=[C:10]3[C@@:21]4([CH2:25][S:24][C:23]([NH2:26])=[N:22]4)[C:20]4[C:15](=[N:16][CH:17]=[C:18]([C:34]5[CH:35]=[N:36][C:37]([CH3:40])=[CH:38][CH:39]=5)[CH:19]=4)[O:14][C:11]3=[CH:12][CH:13]=2)[CH2:3][O:4][CH2:5]1. The yield is 0.376.